From a dataset of Peptide-MHC class II binding affinity with 134,281 pairs from IEDB. Regression. Given a peptide amino acid sequence and an MHC pseudo amino acid sequence, predict their binding affinity value. This is MHC class II binding data. (1) The peptide sequence is SLKNTISKDNNML. The MHC is HLA-DPA10201-DPB10101 with pseudo-sequence HLA-DPA10201-DPB10101. The binding affinity (normalized) is 0.201. (2) The peptide sequence is LRIKSYEDAKSPLTA. The MHC is HLA-DPA10103-DPB10301 with pseudo-sequence HLA-DPA10103-DPB10301. The binding affinity (normalized) is 0.156. (3) The peptide sequence is TRATNYNRGDQSTDY. The MHC is H-2-IEd with pseudo-sequence H-2-IEd. The binding affinity (normalized) is 0. (4) The peptide sequence is IGLEIKDVQIIKQSEKEYIRIDAKVVP. The MHC is DRB1_1101 with pseudo-sequence DRB1_1101. The binding affinity (normalized) is 0.603. (5) The peptide sequence is LITPAEKVVYKLLRF. The MHC is DRB1_1302 with pseudo-sequence DRB1_1302. The binding affinity (normalized) is 0.395. (6) The peptide sequence is LAVFQPSSGNYVHCF. The MHC is H-2-IAb with pseudo-sequence H-2-IAb. The binding affinity (normalized) is 0.552. (7) The peptide sequence is APEVKYTVFETALKK. The binding affinity (normalized) is 0.544. The MHC is DRB1_1001 with pseudo-sequence DRB1_1001. (8) The peptide sequence is EKKYFAATQFEPLDA. The MHC is HLA-DPA10301-DPB10402 with pseudo-sequence HLA-DPA10301-DPB10402. The binding affinity (normalized) is 0.890. (9) The peptide sequence is KGQKRIKCFNCGKEGHL. The MHC is DRB1_0802 with pseudo-sequence DRB1_0802. The binding affinity (normalized) is 0.201.